This data is from Full USPTO retrosynthesis dataset with 1.9M reactions from patents (1976-2016). The task is: Predict the reactants needed to synthesize the given product. (1) Given the product [ClH:1].[F:20][C:16]1[CH:15]=[C:14]([CH:19]=[CH:18][CH:17]=1)[CH2:13][N:8]1[C:7]2=[C:2]([NH:27][CH2:26][C:25]3[CH:28]=[CH:29][C:22]([F:21])=[CH:23][CH:24]=3)[N:3]=[CH:4][CH:5]=[C:6]2[C:10]([CH3:11])=[C:9]1[CH3:12], predict the reactants needed to synthesize it. The reactants are: [Cl:1][C:2]1[N:3]=[CH:4][CH:5]=[C:6]2[C:10]([CH3:11])=[C:9]([CH3:12])[N:8]([CH2:13][C:14]3[CH:19]=[CH:18][CH:17]=[C:16]([F:20])[CH:15]=3)[C:7]=12.[F:21][C:22]1[CH:29]=[CH:28][C:25]([CH2:26][NH2:27])=[CH:24][CH:23]=1. (2) Given the product [O:17]1[CH2:21][CH2:20][CH:19]([CH2:22][NH:23][C:24]([C:26]2[C:30]([CH:13]=[O:12])=[C:29]([CH2:31][CH2:32][CH2:33][C:34]3[CH:43]=[CH:42][C:41]4[C:36](=[CH:37][CH:38]=[CH:39][CH:40]=4)[CH:35]=3)[O:28][N:27]=2)=[O:25])[CH2:18]1, predict the reactants needed to synthesize it. The reactants are: CCCCCC.C([Li])CCC.[O:12]1CCC[CH2:13]1.[O:17]1[CH2:21][CH2:20][CH:19]([CH2:22][NH:23][C:24]([C:26]2[CH:30]=[C:29]([CH2:31][CH2:32][CH2:33][C:34]3[CH:43]=[CH:42][C:41]4[C:36](=[CH:37][CH:38]=[CH:39][CH:40]=4)[CH:35]=3)[O:28][N:27]=2)=[O:25])[CH2:18]1.Cl. (3) Given the product [Cl:1][C:2]1[CH:3]=[CH:4][C:5]([CH2:6][C:7]([CH2:17][CH2:18][C:19]([F:25])([F:24])[C:20]([F:23])([F:22])[F:21])([C:8]#[N:9])[C:10]#[N:11])=[CH:12][CH:13]=1, predict the reactants needed to synthesize it. The reactants are: [Cl:1][C:2]1[CH:13]=[CH:12][C:5]([CH2:6][CH:7]([C:10]#[N:11])[C:8]#[N:9])=[CH:4][CH:3]=1.[H-].[Na+].I[CH2:17][CH2:18][C:19]([F:25])([F:24])[C:20]([F:23])([F:22])[F:21]. (4) The reactants are: [N:1]1([C:7]([O:9][C:10]([CH3:13])([CH3:12])[CH3:11])=[O:8])[CH2:6][CH2:5][NH:4][CH2:3][CH2:2]1.[S:14]1[CH2:19][CH2:18][C:17](=O)[CH2:16][CH2:15]1. Given the product [S:14]1[CH2:19][CH2:18][CH:17]([N:4]2[CH2:5][CH2:6][N:1]([C:7]([O:9][C:10]([CH3:13])([CH3:12])[CH3:11])=[O:8])[CH2:2][CH2:3]2)[CH2:16][CH2:15]1, predict the reactants needed to synthesize it. (5) Given the product [ClH:1].[NH2:8][CH2:9][CH2:10][CH2:11][CH2:12][NH:13][S:14]([CH3:17])(=[O:16])=[O:15], predict the reactants needed to synthesize it. The reactants are: [ClH:1].C(OC(=O)[NH:8][CH2:9][CH2:10][CH2:11][CH2:12][NH:13][S:14]([CH3:17])(=[O:16])=[O:15])(C)(C)C. (6) Given the product [C:14]([NH:13][C:11]([C:10]1[C:4]2[C:5](=[N:6][CH:7]=[C:2]([NH:33][C:31]3[S:30][N:29]=[C:28]([CH3:27])[CH:32]=3)[N:3]=2)[N:8]([CH2:18][O:19][CH2:20][CH2:21][Si:22]([CH3:25])([CH3:24])[CH3:23])[CH:9]=1)=[O:12])([CH3:17])([CH3:16])[CH3:15], predict the reactants needed to synthesize it. The reactants are: Br[C:2]1[N:3]=[C:4]2[C:10]([C:11]([NH:13][C:14]([CH3:17])([CH3:16])[CH3:15])=[O:12])=[CH:9][N:8]([CH2:18][O:19][CH2:20][CH2:21][Si:22]([CH3:25])([CH3:24])[CH3:23])[C:5]2=[N:6][CH:7]=1.Cl.[CH3:27][C:28]1[CH:32]=[C:31]([NH2:33])[S:30][N:29]=1.C1C=CC(P(C2C(C3C(P(C4C=CC=CC=4)C4C=CC=CC=4)=CC=C4C=3C=CC=C4)=C3C(C=CC=C3)=CC=2)C2C=CC=CC=2)=CC=1. (7) Given the product [Br:14][C:8]1[CH:10]=[CH:11][CH:12]=[CH:13][C:7]=1[CH:2]([CH3:1])[CH2:3][CH:4]([CH3:6])[CH3:5], predict the reactants needed to synthesize it. The reactants are: [CH3:1][CH:2]([C:7]1[CH:13]=[CH:12][CH:11]=[CH:10][C:8]=1N)[CH2:3][CH:4]([CH3:6])[CH3:5].[BrH:14].N([O-])=O.[Na+].[OH-].[Na+]. (8) Given the product [C:16]1([S:15]([C:12]2([O:11][C:4]3[N:3]=[C:2]([Cl:1])[C:7]([N+:8]([O-:10])=[O:9])=[CH:6][CH:5]=3)[CH2:13][CH2:14]2)(=[O:30])=[O:33])[CH:17]=[CH:18][CH:19]=[CH:20][CH:21]=1, predict the reactants needed to synthesize it. The reactants are: [Cl:1][C:2]1[C:7]([N+:8]([O-:10])=[O:9])=[CH:6][CH:5]=[C:4]([O:11][C:12]2([S:15][C:16]3[CH:21]=[CH:20][CH:19]=[CH:18][CH:17]=3)[CH2:14][CH2:13]2)[N:3]=1.C1C=C(Cl)C=C(C(OO)=[O:30])C=1.[OH2:33].